From a dataset of Catalyst prediction with 721,799 reactions and 888 catalyst types from USPTO. Predict which catalyst facilitates the given reaction. (1) Reactant: [N+:1]([C:4]1[CH:9]=[CH:8][C:7]([S:10](Cl)(=[O:12])=[O:11])=[CH:6][CH:5]=1)([O-:3])=[O:2].N1C=CC=CC=1.C1COCC1.Cl.[C:26]([CH:30]1[CH2:35][CH2:34][NH:33][CH2:32][CH2:31]1)([CH3:29])([CH3:28])[CH3:27]. Product: [C:26]([CH:30]1[CH2:35][CH2:34][N:33]([S:10]([C:7]2[CH:8]=[CH:9][C:4]([N+:1]([O-:3])=[O:2])=[CH:5][CH:6]=2)(=[O:12])=[O:11])[CH2:32][CH2:31]1)([CH3:29])([CH3:28])[CH3:27]. The catalyst class is: 25. (2) Reactant: [NH2:1][C:2]1[C:3]([C:13]([NH:15][NH2:16])=[O:14])=[N:4][C:5]([Br:12])=[C:6]([C:8]([F:11])([F:10])[F:9])[CH:7]=1.[C:17]1([CH2:23][C:24](O)=[O:25])[CH:22]=[CH:21][CH:20]=[CH:19][CH:18]=1.CCN(C(C)C)C(C)C.CN(C(ON1N=NC2C=CC=NC1=2)=[N+](C)C)C.F[P-](F)(F)(F)(F)F. Product: [NH2:1][C:2]1[C:3]([C:13]([NH:15][NH:16][C:24](=[O:25])[CH2:23][C:17]2[CH:22]=[CH:21][CH:20]=[CH:19][CH:18]=2)=[O:14])=[N:4][C:5]([Br:12])=[C:6]([C:8]([F:11])([F:9])[F:10])[CH:7]=1. The catalyst class is: 296. (3) Reactant: [N+:1]([CH2:4][CH:5]([NH:16][C:17](=[O:23])[O:18][C:19]([CH3:22])([CH3:21])[CH3:20])[C:6]1[CH:11]=[CH:10][CH:9]=[C:8]([C:12]([F:15])([F:14])[F:13])[CH:7]=1)([O-])=O. Product: [NH2:1][CH2:4][CH:5]([NH:16][C:17](=[O:23])[O:18][C:19]([CH3:21])([CH3:20])[CH3:22])[C:6]1[CH:11]=[CH:10][CH:9]=[C:8]([C:12]([F:15])([F:14])[F:13])[CH:7]=1. The catalyst class is: 19. (4) Reactant: [CH2:1]1[C:9]2[C:4](=[CH:5][CH:6]=[CH:7][CH:8]=2)[CH2:3][CH:2]1[C:10]1[N:11]=[CH:12][NH:13][CH:14]=1.[N+:15]([O-])([OH:17])=[O:16].NC(N)=O.[OH-].[Na+]. Product: [N+:15]([C:6]1[CH:5]=[C:4]2[C:9](=[CH:8][CH:7]=1)[CH2:1][CH:2]([C:10]1[N:11]=[CH:12][NH:13][CH:14]=1)[CH2:3]2)([O-:17])=[O:16]. The catalyst class is: 65. (5) Reactant: [C:1]([C:3]1[CH:4]=[C:5]([C:13]2[O:17][N:16]=[C:15]([C:18]3[CH:36]=[CH:35][C:21]4[CH2:22][CH2:23][N:24]([CH2:27][CH2:28][CH2:29][C:30]([O:32]CC)=[O:31])[CH2:25][CH2:26][C:20]=4[CH:19]=3)[N:14]=2)[CH:6]=[CH:7][C:8]=1[O:9][CH:10]([CH3:12])[CH3:11])#[N:2].[OH-].[Na+].O. Product: [C:1]([C:3]1[CH:4]=[C:5]([C:13]2[O:17][N:16]=[C:15]([C:18]3[CH:36]=[CH:35][C:21]4[CH2:22][CH2:23][N:24]([CH2:27][CH2:28][CH2:29][C:30]([OH:32])=[O:31])[CH2:25][CH2:26][C:20]=4[CH:19]=3)[N:14]=2)[CH:6]=[CH:7][C:8]=1[O:9][CH:10]([CH3:11])[CH3:12])#[N:2]. The catalyst class is: 8. (6) Reactant: C[O-].[Na+].[C:4]([C:6]1[CH:11]=[CH:10][C:9]([CH:12]2[CH2:17][CH2:16][N:15]([C:18]([C:20]3[CH:21]=[CH:22][C:23]([CH3:32])=[C:24]([NH:26][S:27]([CH:30]=[CH2:31])(=[O:29])=[O:28])[CH:25]=3)=[O:19])[CH2:14][CH2:13]2)=[CH:8][CH:7]=1)#[N:5].C[CH2:34][O:35]C(C)=O.C(O)(=O)CC(CC(O)=O)(C(O)=O)O. Product: [C:4]([C:6]1[CH:11]=[CH:10][C:9]([CH:12]2[CH2:17][CH2:16][N:15]([C:18]([C:20]3[CH:21]=[CH:22][C:23]([CH3:32])=[C:24]([NH:26][S:27]([CH2:30][CH2:31][O:35][CH3:34])(=[O:29])=[O:28])[CH:25]=3)=[O:19])[CH2:14][CH2:13]2)=[CH:8][CH:7]=1)#[N:5]. The catalyst class is: 1. (7) Reactant: [Cl:1][C:2]1[CH:8]=[CH:7][C:5]([NH2:6])=[CH:4][C:3]=1[I:9].[CH3:10][C:11]1[C:15]([C:16](O)=[O:17])=[C:14]([CH3:19])[O:13][N:12]=1.C(Cl)CCl. Product: [CH3:10][C:11]1[C:15]([C:16]([NH:6][C:5]2[CH:7]=[CH:8][C:2]([Cl:1])=[C:3]([I:9])[CH:4]=2)=[O:17])=[C:14]([CH3:19])[O:13][N:12]=1. The catalyst class is: 142. (8) Reactant: [CH2:1]([O:8][C:9]1[CH:10]=[C:11]2[C:16](=[CH:17][CH:18]=1)[C:15](=[O:19])[N:14]([CH2:20][CH:21]([CH3:23])[CH3:22])[C:13]([C:24]([O:26][CH3:27])=[O:25])=[C:12]2OS(C(F)(F)F)(=O)=O)[C:2]1[CH:7]=[CH:6][CH:5]=[CH:4][CH:3]=1.[F:36][C:37]1[CH:42]=[CH:41][CH:40]=[CH:39][C:38]=1B(O)O.C(=O)([O-])[O-].[Na+].[Na+]. Product: [CH2:1]([O:8][C:9]1[CH:10]=[C:11]2[C:16](=[CH:17][CH:18]=1)[C:15](=[O:19])[N:14]([CH2:20][CH:21]([CH3:23])[CH3:22])[C:13]([C:24]([O:26][CH3:27])=[O:25])=[C:12]2[C:38]1[CH:39]=[CH:40][CH:41]=[CH:42][C:37]=1[F:36])[C:2]1[CH:3]=[CH:4][CH:5]=[CH:6][CH:7]=1. The catalyst class is: 460. (9) Reactant: [Br:1][C:2]1[CH:3]=[C:4]2[C:8](=[CH:9][CH:10]=1)[NH:7][CH:6]=[C:5]2[CH2:11][C:12]([OH:14])=O.C(N1C=CN=C1)(N1C=CN=C1)=O.[CH2:27]([N:34]1[CH2:39][CH2:38][CH:37]([CH2:40][CH2:41][NH2:42])[CH2:36][CH2:35]1)[C:28]1[CH:33]=[CH:32][CH:31]=[CH:30][CH:29]=1. Product: [CH2:27]([N:34]1[CH2:39][CH2:38][CH:37]([CH2:40][CH2:41][NH:42][C:12](=[O:14])[CH2:11][C:5]2[C:4]3[C:8](=[CH:9][CH:10]=[C:2]([Br:1])[CH:3]=3)[NH:7][CH:6]=2)[CH2:36][CH2:35]1)[C:28]1[CH:33]=[CH:32][CH:31]=[CH:30][CH:29]=1. The catalyst class is: 1.